From a dataset of Full USPTO retrosynthesis dataset with 1.9M reactions from patents (1976-2016). Predict the reactants needed to synthesize the given product. Given the product [CH2:1]([O:8][C:9]([NH:11][C:12]1[CH:27]=[CH:26][C:15]([O:16][C:17]2[CH:22]=[CH:21][N:20]=[C:19]([NH:31][C:34](=[O:43])[O:63][C:59]([CH3:62])([CH3:61])[CH3:60])[CH:18]=2)=[CH:14][C:13]=1[F:28])=[O:10])[C:2]1[CH:3]=[CH:4][CH:5]=[CH:6][CH:7]=1, predict the reactants needed to synthesize it. The reactants are: [CH2:1]([O:8][C:9]([NH:11][C:12]1[CH:27]=[CH:26][C:15]([O:16][C:17]2[CH:22]=[CH:21][N:20]=[C:19](C(O)=O)[CH:18]=2)=[CH:14][C:13]=1[F:28])=[O:10])[C:2]1[CH:7]=[CH:6][CH:5]=[CH:4][CH:3]=1.C([N:31]([CH2:34]C)CC)C.C1(P(N=[N+]=[N-])(C2C=CC=CC=2)=[O:43])C=CC=CC=1.C(OCC)(=O)C.[C:59]([OH:63])([CH3:62])([CH3:61])[CH3:60].